Dataset: Retrosynthesis with 50K atom-mapped reactions and 10 reaction types from USPTO. Task: Predict the reactants needed to synthesize the given product. (1) Given the product Cc1cccc(C#CC=C2CCN(c3ccc(C(=O)Nc4ccccc4)o3)CC2)n1, predict the reactants needed to synthesize it. The reactants are: Cc1cccc(C#CC=C2CCNCC2)n1.O=C(Nc1ccccc1)c1ccc(Br)o1. (2) Given the product COc1cc2c(cc1OC)-c1cc(=O)n(C)c(=O)n1CC2, predict the reactants needed to synthesize it. The reactants are: CI.COc1cc2c(cc1OC)-c1cc(=O)[nH]c(=O)n1CC2. (3) Given the product O=C(N[C@H]1C[N+]2(CCOc3ccccc3)CCC1CC2)OC(c1cccc(F)c1)c1cccc(F)c1, predict the reactants needed to synthesize it. The reactants are: BrCCOc1ccccc1.O=C(N[C@H]1CN2CCC1CC2)OC(c1cccc(F)c1)c1cccc(F)c1. (4) Given the product CSc1nc(N)nc(-c2ccc(CBr)o2)c1C#N, predict the reactants needed to synthesize it. The reactants are: CSc1nc(N)nc(-c2ccc(C)o2)c1C#N.O=C1CCC(=O)N1Br. (5) Given the product Cc1c(C(=O)Nc2ccc(OCC(C)(C)C)c(C#N)c2)cnn1C(C)(C)C, predict the reactants needed to synthesize it. The reactants are: CC(C)(C)COc1ccc(N)cc1C#N.Cc1c(C(=O)O)cnn1C(C)(C)C.